From a dataset of Full USPTO retrosynthesis dataset with 1.9M reactions from patents (1976-2016). Predict the reactants needed to synthesize the given product. (1) Given the product [F:33][C:34]1[CH:35]=[C:36]([C:2]2[CH:3]=[CH:4][C:5](/[CH:8]=[CH:9]/[C@@H:10]3[O:19][C@@H:13]4[O:14][C:15]([CH3:17])([CH3:18])[O:16][C@@H:12]4[C@@H:11]3[CH2:20][CH2:21][N:22]3[C:30](=[O:31])[C:29]4[C:24](=[CH:25][CH:26]=[CH:27][CH:28]=4)[C:23]3=[O:32])=[CH:6][CH:7]=2)[CH:37]=[CH:38][C:39]=1[CH3:40], predict the reactants needed to synthesize it. The reactants are: Br[C:2]1[CH:7]=[CH:6][C:5](/[CH:8]=[CH:9]/[C@@H:10]2[O:19][C@@H:13]3[O:14][C:15]([CH3:18])([CH3:17])[O:16][C@@H:12]3[C@@H:11]2[CH2:20][CH2:21][N:22]2[C:30](=[O:31])[C:29]3[C:24](=[CH:25][CH:26]=[CH:27][CH:28]=3)[C:23]2=[O:32])=[CH:4][CH:3]=1.[F:33][C:34]1[CH:35]=[C:36](B(O)O)[CH:37]=[CH:38][C:39]=1[CH3:40].C(=O)([O-])[O-].[K+].[K+]. (2) Given the product [CH2:28]([O:30][C:31]1[CH:32]=[C:33]([CH:52]=[C:53]([O:56][CH2:57][CH3:58])[C:54]=1[F:55])[CH2:34][N:35]1[CH2:40][CH2:39][CH:38]([NH:41][C:42]2[O:43][C:44]3[CH:50]=[CH:49][CH:48]=[C:47]([NH:51][C:7]([C:5]4[CH:4]=[N:3][CH:2]=[N:1][CH:6]=4)=[O:9])[C:45]=3[N:46]=2)[CH2:37][CH2:36]1)[CH3:29], predict the reactants needed to synthesize it. The reactants are: [N:1]1[CH:6]=[C:5]([C:7]([OH:9])=O)[CH:4]=[N:3][CH:2]=1.ClC1N=C(OC)N=C(OC)N=1.CN1CCOCC1.[CH2:28]([O:30][C:31]1[CH:32]=[C:33]([CH:52]=[C:53]([O:56][CH2:57][CH3:58])[C:54]=1[F:55])[CH2:34][N:35]1[CH2:40][CH2:39][CH:38]([NH:41][C:42]2[O:43][C:44]3[C:45](=[C:47]([NH2:51])[CH:48]=[CH:49][CH:50]=3)[N:46]=2)[CH2:37][CH2:36]1)[CH3:29]. (3) Given the product [NH2:18][C:6]1[C:7]([CH:20]2[CH2:22][CH2:21]2)=[C:8]([CH:15]=[O:16])[C:9]([C:11]([F:14])([F:13])[F:12])=[CH:10][C:5]=1[C:4]([O:3][CH2:1][CH3:2])=[O:19], predict the reactants needed to synthesize it. The reactants are: [CH2:1]([O:3][C:4](=[O:19])[C:5]1[CH:10]=[C:9]([C:11]([F:14])([F:13])[F:12])[C:8]([CH:15]=[O:16])=[C:7](Br)[C:6]=1[NH2:18])[CH3:2].[CH:20]1([B-](F)(F)F)[CH2:22][CH2:21]1.[K+]. (4) Given the product [CH:4]1[C:5]2[C:10](=[CH:9][CH:8]=[CH:7][CH:6]=2)[CH:11]=[C:2]([O:1][C:19](=[O:28])[N:20]([CH3:27])[C:21]2[CH:26]=[CH:25][CH:24]=[CH:23][CH:22]=2)[N:3]=1, predict the reactants needed to synthesize it. The reactants are: [OH:1][C:2]1[N:3]=[CH:4][C:5]2[C:10]([CH:11]=1)=[CH:9][CH:8]=[CH:7][CH:6]=2.[I-].C[N+]1C=CN([C:19](=[O:28])[N:20]([CH3:27])[C:21]2[CH:26]=[CH:25][CH:24]=[CH:23][CH:22]=2)C=1.C(N(CC)CC)C.